This data is from Catalyst prediction with 721,799 reactions and 888 catalyst types from USPTO. The task is: Predict which catalyst facilitates the given reaction. (1) Reactant: [O:1]=[C:2]1[CH2:6][C:5]2([CH2:11][CH2:10][N:9]([C:12]([O:14][C:15]([CH3:18])([CH3:17])[CH3:16])=[O:13])[CH2:8][CH2:7]2)[CH2:4][NH:3]1.Br[C:20]1[CH:25]=[CH:24][C:23]([N+:26]([O-:28])=[O:27])=[CH:22][N:21]=1.CN(C)[C@@H]1CCCC[C@H]1N.C([O-])([O-])=O.[K+].[K+]. Product: [N+:26]([C:23]1[CH:24]=[CH:25][C:20]([N:3]2[C:2](=[O:1])[CH2:6][C:5]3([CH2:11][CH2:10][N:9]([C:12]([O:14][C:15]([CH3:18])([CH3:17])[CH3:16])=[O:13])[CH2:8][CH2:7]3)[CH2:4]2)=[N:21][CH:22]=1)([O-:28])=[O:27]. The catalyst class is: 246. (2) Reactant: [CH3:1][P:2]([C:5]1[CH:10]=[CH:9][CH:8]=[CH:7][CH:6]=1)(=[O:4])[OH:3].[OH-].[CH2:12]([N+:16]([CH2:25][CH2:26][CH2:27][CH3:28])([CH2:21][CH2:22][CH2:23][CH3:24])[CH2:17][CH2:18][CH2:19][CH3:20])[CH2:13][CH2:14][CH3:15]. Product: [CH3:1][P:2]([C:5]1[CH:10]=[CH:9][CH:8]=[CH:7][CH:6]=1)(=[O:3])[O-:4].[CH2:25]([N+:16]([CH2:12][CH2:13][CH2:14][CH3:15])([CH2:17][CH2:18][CH2:19][CH3:20])[CH2:21][CH2:22][CH2:23][CH3:24])[CH2:26][CH2:27][CH3:28]. The catalyst class is: 666. (3) Reactant: OS(O)(=O)=O.N[C:7]1[CH:14]=[CH:13][C:10]([C:11]#[N:12])=[CH:9][C:8]=1[CH2:15][CH3:16].N([O-])=[O:18].[Na+]. Product: [CH2:15]([C:8]1[CH:9]=[C:10]([CH:13]=[CH:14][C:7]=1[OH:18])[C:11]#[N:12])[CH3:16]. The catalyst class is: 6. (4) Reactant: [CH3:1][C:2]1[N:6]([CH2:7][CH2:8][CH2:9][N:10]2C(=O)C3C(=CC=CC=3)C2=O)[CH:5]=[N:4][CH:3]=1. Product: [CH3:1][C:2]1[N:6]([CH2:7][CH2:8][CH2:9][NH2:10])[CH:5]=[N:4][CH:3]=1. The catalyst class is: 14. (5) The catalyst class is: 5. Product: [ClH:1].[NH2:8][CH2:7][C:6]1[CH:16]=[C:2]([Cl:1])[CH:3]=[CH:4][C:5]=1[N:17]1[CH2:21][CH2:20][O:19][C:18]1=[O:22]. Reactant: [Cl:1][C:2]1[CH:3]=[CH:4][C:5]([N:17]2[CH2:21][CH2:20][O:19][C:18]2=[O:22])=[C:6]([CH:16]=1)[CH2:7][NH:8]C(=O)OC(C)(C)C.Cl.CO. (6) Reactant: [F:1][C:2]([F:24])([F:23])[C@H:3]1[CH2:8][CH2:7][C@H:6]([NH:9][C:10](=[O:22])[C:11]2[CH:16]=[C:15]([N+:17]([O-])=O)[C:14]([NH2:20])=[CH:13][C:12]=2[F:21])[CH2:5][CH2:4]1.FC1C=C(N)C([N+]([O-])=O)=CC=1C(O)=O.FC(F)(F)[C@H]1CC[C@H](N)CC1. Product: [F:24][C:2]([F:1])([F:23])[C@H:3]1[CH2:4][CH2:5][C@H:6]([NH:9][C:10](=[O:22])[C:11]2[CH:16]=[C:15]([NH2:17])[C:14]([NH2:20])=[CH:13][C:12]=2[F:21])[CH2:7][CH2:8]1. The catalyst class is: 45. (7) Reactant: [CH3:1][O:2][C:3]1[CH:4]=[C:5]([C:11]([C:13]2[CH:18]=[CH:17][C:16]([O:19][CH3:20])=[C:15]([O:21][CH3:22])[C:14]=2[O:23][CH3:24])=O)[CH:6]=[C:7]([O:9][CH3:10])[CH:8]=1.C(OP([CH2:33][C:34]#[N:35])(=O)OCC)C.C[Si]([N-][Si](C)(C)C)(C)C.[Li+].O1C2C=CC(C(C3C=C(OC)C=C(OC)C=3)=CC#N)=CC=2OCC1. Product: [CH3:1][O:2][C:3]1[CH:4]=[C:5]([C:11]([C:13]2[CH:18]=[CH:17][C:16]([O:19][CH3:20])=[C:15]([O:21][CH3:22])[C:14]=2[O:23][CH3:24])=[CH:33][C:34]#[N:35])[CH:6]=[C:7]([O:9][CH3:10])[CH:8]=1. The catalyst class is: 1. (8) Reactant: [CH2:1]([N:8]([CH2:12][C@@H:13]([C:15]1[CH:20]=[CH:19][CH:18]=[C:17]([N:21]([CH2:26][C:27]2[CH:32]=[CH:31][CH:30]=[CH:29][CH:28]=2)[S:22]([CH3:25])(=[O:24])=[O:23])[CH:16]=1)[OH:14])[CH2:9][CH2:10]O)[C:2]1[CH:7]=[CH:6][CH:5]=[CH:4][CH:3]=1.C1(P(C2C=CC=CC=2)C2C=CC=CC=2)C=CC=CC=1.[Br:52]N1C(=O)CCC1=O. Product: [CH2:1]([N:8]([CH2:12][C@@H:13]([C:15]1[CH:20]=[CH:19][CH:18]=[C:17]([N:21]([CH2:26][C:27]2[CH:32]=[CH:31][CH:30]=[CH:29][CH:28]=2)[S:22]([CH3:25])(=[O:24])=[O:23])[CH:16]=1)[OH:14])[CH2:9][CH2:10][Br:52])[C:2]1[CH:7]=[CH:6][CH:5]=[CH:4][CH:3]=1. The catalyst class is: 2.